The task is: Predict the product of the given reaction.. This data is from Forward reaction prediction with 1.9M reactions from USPTO patents (1976-2016). (1) Given the reactants [Br:1][C:2]1[CH:3]=[CH:4][C:5]([O:9][CH3:10])=[C:6]([OH:8])[CH:7]=1.Br[CH:12]([C:14](=[O:17])[CH2:15][CH3:16])[CH3:13].C(=O)([O-])[O-].[K+].[K+].CN(C=O)C, predict the reaction product. The product is: [Br:1][C:2]1[CH:3]=[CH:4][C:5]([O:9][CH3:10])=[C:6]([O:8][CH:12]([C:14](=[O:17])[CH2:15][CH3:16])[CH3:13])[CH:7]=1. (2) Given the reactants C[O:2][C:3]1[CH:8]=[CH:7][CH:6]=[CH:5][C:4]=1[C:9]1[N:10]([CH2:25][CH2:26][C:27]2[CH:32]=[CH:31][CH:30]=[CH:29][CH:28]=2)[C:11](=[O:24])[C:12]2[CH2:18][N:17]([C:19]([O:21][CH2:22][CH3:23])=[O:20])[CH2:16][CH2:15][C:13]=2[N:14]=1.B(Br)(Br)Br, predict the reaction product. The product is: [OH:2][C:3]1[CH:8]=[CH:7][CH:6]=[CH:5][C:4]=1[C:9]1[N:10]([CH2:25][CH2:26][C:27]2[CH:28]=[CH:29][CH:30]=[CH:31][CH:32]=2)[C:11](=[O:24])[C:12]2[CH2:18][N:17]([C:19]([O:21][CH2:22][CH3:23])=[O:20])[CH2:16][CH2:15][C:13]=2[N:14]=1.